Dataset: Reaction yield outcomes from USPTO patents with 853,638 reactions. Task: Predict the reaction yield, written as a fraction of the theoretical maximum amount of product (1.0 means a 100% yield; for example, 0.34 means a 34% yield). The reactants are [Cl:1][C:2]1[CH:25]=[CH:24][C:5]([O:6][CH:7]2[CH2:12][CH2:11][N:10]([C:13]([C:15]3[CH:23]=[CH:22][C:18]([C:19]([OH:21])=O)=[CH:17][CH:16]=3)=[O:14])[CH2:9][CH2:8]2)=[CH:4][CH:3]=1.[CH3:26][O:27][CH2:28][CH2:29][NH:30][CH3:31]. No catalyst specified. The product is [Cl:1][C:2]1[CH:25]=[CH:24][C:5]([O:6][CH:7]2[CH2:12][CH2:11][N:10]([C:13]([C:15]3[CH:23]=[CH:22][C:18]([C:19]([N:30]([CH2:29][CH2:28][O:27][CH3:26])[CH3:31])=[O:21])=[CH:17][CH:16]=3)=[O:14])[CH2:9][CH2:8]2)=[CH:4][CH:3]=1. The yield is 0.510.